Dataset: Full USPTO retrosynthesis dataset with 1.9M reactions from patents (1976-2016). Task: Predict the reactants needed to synthesize the given product. (1) Given the product [CH3:27][O:28][C:29]([C:31]1([C:34]2[CH:35]=[CH:36][C:37]([CH2:40][O:26][C:4]3[CH:5]=[CH:6][C:7]([CH:8]([CH3:25])[C:9]([OH:24])([C:14]4[CH:15]=[N:16][C:17]5[C:22]([CH:23]=4)=[CH:21][CH:20]=[CH:19][CH:18]=5)[C:10]([F:11])([F:13])[F:12])=[C:2]([Cl:1])[CH:3]=3)=[CH:38][CH:39]=2)[CH2:33][CH2:32]1)=[O:30], predict the reactants needed to synthesize it. The reactants are: [Cl:1][C:2]1[CH:3]=[C:4]([OH:26])[CH:5]=[CH:6][C:7]=1[CH:8]([CH3:25])[C:9]([OH:24])([C:14]1[CH:15]=[N:16][C:17]2[C:22]([CH:23]=1)=[CH:21][CH:20]=[CH:19][CH:18]=2)[C:10]([F:13])([F:12])[F:11].[CH3:27][O:28][C:29]([C:31]1([C:34]2[CH:39]=[CH:38][C:37]([CH2:40]Br)=[CH:36][CH:35]=2)[CH2:33][CH2:32]1)=[O:30]. (2) The reactants are: [OH:1][C@@H:2]1[CH2:7][CH2:6][CH2:5][CH2:4][C@@H:3]1[N:8]1[C:12]([C:13]2[CH:18]=[CH:17][CH:16]=[CH:15][CH:14]=2)=[C:11]([C:19](O)=[O:20])[N:10]=[CH:9]1.[CH2:22]([N:29]1[CH2:34][CH2:33][NH:32][C@H:31](/[CH:35]=[CH:36]/[CH:37]2[CH2:39][CH2:38]2)[CH2:30]1)[C:23]1[CH:28]=[CH:27][CH:26]=[CH:25][CH:24]=1.CCN=C=NCCCN(C)C.Cl.C1C=CC2N(O)N=NC=2C=1.C(N(CC)C(C)C)(C)C.C(=O)([O-])O.[Na+]. Given the product [CH2:22]([N:29]1[CH2:34][CH2:33][N:32]([C:19]([C:11]2[N:10]=[CH:9][N:8]([C@H:3]3[CH2:4][CH2:5][CH2:6][CH2:7][C@H:2]3[OH:1])[C:12]=2[C:13]2[CH:18]=[CH:17][CH:16]=[CH:15][CH:14]=2)=[O:20])[C@H:31](/[CH:35]=[CH:36]/[CH:37]2[CH2:39][CH2:38]2)[CH2:30]1)[C:23]1[CH:24]=[CH:25][CH:26]=[CH:27][CH:28]=1, predict the reactants needed to synthesize it. (3) The reactants are: Br[CH:2]1[CH2:14][CH2:13][C:12]2[C:11]3[C:6](=[CH:7][CH:8]=[C:9]([C:15]#[N:16])[CH:10]=3)[NH:5][C:4]=2[C:3]1=[O:17].[Li+].[Br-]. Given the product [OH:17][C:3]1[CH:2]=[CH:14][CH:13]=[C:12]2[C:4]=1[NH:5][C:6]1[CH:7]=[CH:8][C:9]([C:15]#[N:16])=[CH:10][C:11]2=1, predict the reactants needed to synthesize it.